From a dataset of Peptide-MHC class II binding affinity with 134,281 pairs from IEDB. Regression. Given a peptide amino acid sequence and an MHC pseudo amino acid sequence, predict their binding affinity value. This is MHC class II binding data. (1) The peptide sequence is EFKLLSEEKVPWDQV. The MHC is HLA-DQA10201-DQB10303 with pseudo-sequence HLA-DQA10201-DQB10303. The binding affinity (normalized) is 0. (2) The binding affinity (normalized) is 0.538. The peptide sequence is QRKVFRELVRNCDLP. The MHC is DRB1_0801 with pseudo-sequence DRB1_0801.